Dataset: Full USPTO retrosynthesis dataset with 1.9M reactions from patents (1976-2016). Task: Predict the reactants needed to synthesize the given product. (1) The reactants are: FC(F)(F)C(O)=O.[CH3:8][O:9][C:10](=[O:29])[C:11]1[CH:16]=[CH:15][C:14]([C:17]2[CH:22]=[CH:21][C:20]([O:23][CH:24]3[CH2:27][NH:26][CH2:25]3)=[CH:19][N:18]=2)=[CH:13][C:12]=1[CH3:28].C(N(CC)CC)C.Cl[CH2:38][C:39]1[O:43][N:42]=[C:41]([CH:44]([CH3:46])[CH3:45])[N:40]=1. Given the product [CH3:8][O:9][C:10](=[O:29])[C:11]1[CH:16]=[CH:15][C:14]([C:17]2[CH:22]=[CH:21][C:20]([O:23][CH:24]3[CH2:27][N:26]([CH2:38][C:39]4[O:43][N:42]=[C:41]([CH:44]([CH3:46])[CH3:45])[N:40]=4)[CH2:25]3)=[CH:19][N:18]=2)=[CH:13][C:12]=1[CH3:28], predict the reactants needed to synthesize it. (2) Given the product [Br:9][C:3]1[N:4]=[CH:5][CH:6]=[C:7]2[CH:8]=[N:15][NH:1][C:2]=12, predict the reactants needed to synthesize it. The reactants are: [NH2:1][C:2]1[C:3]([Br:9])=[N:4][CH:5]=[CH:6][C:7]=1[CH3:8].C([O-])(=O)C.[K+].[N:15]([O-])=O.[Na+]. (3) Given the product [C:80]([C:84]1[CH:85]=[C:86]2[C:91](=[CH:92][CH:93]=1)[C:90](=[O:94])[N:89]([C:95]1[CH:102]=[CH:101][CH:100]=[C:99]([C:2]3[CH:3]=[C:4]([NH:10][C:11]4[CH:16]=[CH:15][C:14]([C@H:17]5[CH2:21][CH2:20][N:19]([CH3:22])[CH2:18]5)=[CH:13][N:12]=4)[C:5](=[O:9])[N:6]([CH3:8])[N:7]=3)[C:96]=1[CH2:97][O:43][C:41](=[O:44])[CH3:42])[N:88]=[CH:87]2)([CH3:83])([CH3:81])[CH3:82], predict the reactants needed to synthesize it. The reactants are: Cl[C:2]1[CH:3]=[C:4]([NH:10][C:11]2[CH:16]=[CH:15][C:14]([C@H:17]3[CH2:21][CH2:20][N:19]([CH3:22])[CH2:18]3)=[CH:13][N:12]=2)[C:5](=[O:9])[N:6]([CH3:8])[N:7]=1.B1(B2OC(C)(C)C(C)(C)O2)OC(C)(C)C(C)(C)O1.[C:41]([O-:44])(=[O:43])[CH3:42].[K+].CC(C1C=C(C(C)C)C(C2C=CC=CC=2P(C2CCCCC2)C2CCCCC2)=C(C(C)C)C=1)C.[C:80]([C:84]1[CH:85]=[C:86]2[C:91](=[CH:92][CH:93]=1)[C:90](=[O:94])[N:89]([C:95]1[CH:102]=[CH:101][CH:100]=[C:99](Cl)[C:96]=1[CH:97]=O)[N:88]=[CH:87]2)([CH3:83])([CH3:82])[CH3:81].C(=O)([O-])[O-].[K+].[K+].C1(P(C2CCCCC2)C2CCCCC2)CCCCC1.